The task is: Predict the reaction yield, written as a fraction of the theoretical maximum amount of product (1.0 means a 100% yield; for example, 0.34 means a 34% yield).. This data is from Reaction yield outcomes from USPTO patents with 853,638 reactions. (1) The reactants are [F:1][C:2]1[C:7]([O:8][Si](C(C)C)(C(C)C)C(C)C)=[CH:6][CH:5]=[C:4]([CH3:19])[C:3]=1[NH:20]C([NH:20][C:3]1[C:4]([CH3:19])=[CH:5][CH:6]=[C:7]([O:8][Si](C(C)C)(C(C)C)C(C)C)[C:2]=1[F:1])=O.[OH-].[K+].Cl. The catalyst is O1CCOCC1. The product is [NH2:20][C:3]1[C:2]([F:1])=[C:7]([OH:8])[CH:6]=[CH:5][C:4]=1[CH3:19]. The yield is 0.590. (2) The reactants are [C:1]([O:5][C:6]([N:8]([C:38]([O:40][C:41]([CH3:44])([CH3:43])[CH3:42])=[O:39])[C:9]1[CH:14]=[C:13]([CH2:15][C@H:16]2[C:19](=[O:20])[NH:18][C@@H:17]2[O:21][C:22]2[CH:37]=[CH:36][C:25]([C:26]([O:28][CH2:29][C:30]3[CH:35]=[CH:34][CH:33]=[CH:32][CH:31]=3)=[O:27])=[CH:24][CH:23]=2)[CH:12]=[CH:11][N:10]=1)=[O:7])([CH3:4])([CH3:3])[CH3:2].C(N(CC)CC)C.[N:52]([C@@H:55]([C:57]1[CH:62]=[CH:61][CH:60]=[CH:59][CH:58]=1)[CH3:56])=[C:53]=[O:54]. The catalyst is C(Cl)Cl. The product is [C:1]([O:5][C:6]([N:8]([C:38]([O:40][C:41]([CH3:44])([CH3:43])[CH3:42])=[O:39])[C:9]1[CH:14]=[C:13]([CH2:15][C@H:16]2[C:19](=[O:20])[N:18]([C:53](=[O:54])[NH:52][C@@H:55]([C:57]3[CH:62]=[CH:61][CH:60]=[CH:59][CH:58]=3)[CH3:56])[C@@H:17]2[O:21][C:22]2[CH:37]=[CH:36][C:25]([C:26]([O:28][CH2:29][C:30]3[CH:35]=[CH:34][CH:33]=[CH:32][CH:31]=3)=[O:27])=[CH:24][CH:23]=2)[CH:12]=[CH:11][N:10]=1)=[O:7])([CH3:3])([CH3:4])[CH3:2]. The yield is 0.850. (3) The reactants are [CH2:1]([O:3][C:4](=[O:9])[CH2:5][CH2:6][CH:7]=[CH2:8])[CH3:2].[Cl:10][C:11]([Cl:16])(Cl)[C:12](Cl)=[O:13]. The catalyst is C(OCC)C.COCCOC.[Cu].[Zn]. The product is [Cl:10][C:11]1([Cl:16])[C:12](=[O:13])[CH2:8][CH:7]1[CH2:6][CH2:5][C:4]([O:3][CH2:1][CH3:2])=[O:9]. The yield is 0.800.